Dataset: Forward reaction prediction with 1.9M reactions from USPTO patents (1976-2016). Task: Predict the product of the given reaction. Given the reactants Cl[CH:2]([C:14]1[CH:19]=[CH:18][CH:17]=[CH:16][CH:15]=1)[C:3]([C:5]1[C:13]2[C:8](=[CH:9][CH:10]=[CH:11][CH:12]=2)[NH:7][CH:6]=1)=[O:4].[F:20][C:21]1[CH:22]=[C:23]([CH:25]=[CH:26][C:27]=1[F:28])[NH2:24].CCN(C(C)C)C(C)C, predict the reaction product. The product is: [F:20][C:21]1[CH:22]=[C:23]([NH:24][CH:2]([C:14]2[CH:19]=[CH:18][CH:17]=[CH:16][CH:15]=2)[C:3]([C:5]2[C:13]3[C:8](=[CH:9][CH:10]=[CH:11][CH:12]=3)[NH:7][CH:6]=2)=[O:4])[CH:25]=[CH:26][C:27]=1[F:28].